From a dataset of NCI-60 drug combinations with 297,098 pairs across 59 cell lines. Regression. Given two drug SMILES strings and cell line genomic features, predict the synergy score measuring deviation from expected non-interaction effect. (1) Drug 1: C1CC(=O)NC(=O)C1N2CC3=C(C2=O)C=CC=C3N. Drug 2: CC1CCC2CC(C(=CC=CC=CC(CC(C(=O)C(C(C(=CC(C(=O)CC(OC(=O)C3CCCCN3C(=O)C(=O)C1(O2)O)C(C)CC4CCC(C(C4)OC)OCCO)C)C)O)OC)C)C)C)OC. Cell line: HOP-62. Synergy scores: CSS=15.0, Synergy_ZIP=-3.75, Synergy_Bliss=-3.95, Synergy_Loewe=-5.48, Synergy_HSA=0.211. (2) Drug 1: C1=C(C(=O)NC(=O)N1)N(CCCl)CCCl. Drug 2: C#CCC(CC1=CN=C2C(=N1)C(=NC(=N2)N)N)C3=CC=C(C=C3)C(=O)NC(CCC(=O)O)C(=O)O. Cell line: RPMI-8226. Synergy scores: CSS=20.9, Synergy_ZIP=-2.39, Synergy_Bliss=-5.49, Synergy_Loewe=-5.18, Synergy_HSA=-5.86. (3) Drug 1: CC1=C2C(C(=O)C3(C(CC4C(C3C(C(C2(C)C)(CC1OC(=O)C(C(C5=CC=CC=C5)NC(=O)C6=CC=CC=C6)O)O)OC(=O)C7=CC=CC=C7)(CO4)OC(=O)C)O)C)OC(=O)C. Drug 2: N.N.Cl[Pt+2]Cl. Cell line: DU-145. Synergy scores: CSS=61.4, Synergy_ZIP=-1.23, Synergy_Bliss=-1.55, Synergy_Loewe=-15.5, Synergy_HSA=0.435. (4) Drug 1: C1=CC=C(C=C1)NC(=O)CCCCCCC(=O)NO. Drug 2: C(CN)CNCCSP(=O)(O)O. Cell line: SNB-75. Synergy scores: CSS=11.0, Synergy_ZIP=-1.76, Synergy_Bliss=-1.11, Synergy_Loewe=-40.2, Synergy_HSA=-0.456. (5) Drug 1: CC1=CC=C(C=C1)C2=CC(=NN2C3=CC=C(C=C3)S(=O)(=O)N)C(F)(F)F. Drug 2: C1=CN(C=N1)CC(O)(P(=O)(O)O)P(=O)(O)O. Cell line: SK-MEL-2. Synergy scores: CSS=-1.33, Synergy_ZIP=6.32, Synergy_Bliss=7.29, Synergy_Loewe=-0.841, Synergy_HSA=-4.50. (6) Drug 1: CS(=O)(=O)CCNCC1=CC=C(O1)C2=CC3=C(C=C2)N=CN=C3NC4=CC(=C(C=C4)OCC5=CC(=CC=C5)F)Cl. Drug 2: C1C(C(OC1N2C=NC3=C2NC=NCC3O)CO)O. Cell line: U251. Synergy scores: CSS=-4.18, Synergy_ZIP=4.64, Synergy_Bliss=5.03, Synergy_Loewe=-4.58, Synergy_HSA=-3.52.